Dataset: Reaction yield outcomes from USPTO patents with 853,638 reactions. Task: Predict the reaction yield, written as a fraction of the theoretical maximum amount of product (1.0 means a 100% yield; for example, 0.34 means a 34% yield). (1) The reactants are [F:1][C:2]1[CH:31]=[C:30]([N+:32]([O-:34])=[O:33])[CH:29]=[CH:28][C:3]=1[O:4][C:5]1[CH:10]=[CH:9][N:8]=[C:7]2[CH:11]=[C:12]([C:14]3[N:15]([CH3:27])[C:16]([CH2:19][NH:20][CH2:21][CH2:22][CH2:23][C:24]([OH:26])=[O:25])=[CH:17][N:18]=3)[S:13][C:6]=12.[CH3:35]C1C=CC(S(O)(=O)=O)=CC=1.C(=O)(O)[O-].[Na+]. The catalyst is CO. The product is [F:1][C:2]1[CH:31]=[C:30]([N+:32]([O-:34])=[O:33])[CH:29]=[CH:28][C:3]=1[O:4][C:5]1[CH:10]=[CH:9][N:8]=[C:7]2[CH:11]=[C:12]([C:14]3[N:15]([CH3:27])[C:16]([CH2:19][NH:20][CH2:21][CH2:22][CH2:23][C:24]([O:26][CH3:35])=[O:25])=[CH:17][N:18]=3)[S:13][C:6]=12. The yield is 1.00. (2) The reactants are Cl.[CH2:2]([O:9][CH:10]1[CH2:14][CH2:13][N:12](C(OC(C)(C)C)=O)[CH2:11]1)[C:3]1[CH:8]=[CH:7][CH:6]=[CH:5][CH:4]=1. The catalyst is C(OCC)(=O)C.C(OCC)C. The product is [CH2:2]([O:9][CH:10]1[CH2:14][CH2:13][NH:12][CH2:11]1)[C:3]1[CH:4]=[CH:5][CH:6]=[CH:7][CH:8]=1. The yield is 0.370. (3) The reactants are [Br:1][C:2]1[N:7]=[CH:6][C:5]([NH2:8])=[C:4]([CH3:9])[CH:3]=1.C(O)(=O)C.[N:14]([O-])=O.[Na+]. The catalyst is O. The product is [Br:1][C:2]1[CH:3]=[C:4]2[CH:9]=[N:14][NH:8][C:5]2=[CH:6][N:7]=1. The yield is 0.791.